This data is from Reaction yield outcomes from USPTO patents with 853,638 reactions. The task is: Predict the reaction yield, written as a fraction of the theoretical maximum amount of product (1.0 means a 100% yield; for example, 0.34 means a 34% yield). (1) The reactants are [CH2:1]([O:4][CH2:5][C:6]([CH3:9])([OH:8])[CH3:7])[CH:2]=[CH2:3].C1C=C(Cl)C=C(C(OO)=[O:18])C=1.C([O-])(O)=O.[Na+].[O-]S([O-])(=S)=O.[Na+].[Na+]. The catalyst is C(Cl)Cl. The product is [CH3:7][C:6]([OH:8])([CH3:9])[CH2:5][O:4][CH2:1][CH:2]1[CH2:3][O:18]1. The yield is 0.370. (2) The reactants are C([O:3][CH2:4][CH2:5][O:6][NH:7][C:8]([C:10]1[CH:15]=[CH:14][N:13]2[CH:16]=[N:17][CH:18]=[C:12]2[C:11]=1[NH:19][C:20]1[CH:25]=[CH:24][C:23]([Br:26])=[CH:22][C:21]=1[F:27])=[O:9])=C. The product is [OH:3][CH2:4][CH2:5][O:6][NH:7][C:8]([C:10]1[CH:15]=[CH:14][N:13]2[CH:16]=[N:17][CH:18]=[C:12]2[C:11]=1[NH:19][C:20]1[CH:25]=[CH:24][C:23]([Br:26])=[CH:22][C:21]=1[F:27])=[O:9]. The catalyst is CO.ClCCl. The yield is 0.290. (3) The reactants are [Br:1][C:2]1[CH:14]=[N:13][C:12]2[C:11]3[C:10]([S:15]([CH3:18])(=[O:17])=[O:16])=[CH:9][C:8]([F:19])=[C:7]([F:20])[C:6]=3[NH:5][C:4]=2[CH:3]=1.[C:21]1([C@@H:27]([CH:29]2[CH2:34][CH2:33][O:32][CH2:31][CH2:30]2)O)[CH:26]=[CH:25][CH:24]=[CH:23][CH:22]=1.C1(P(C2C=CC=CC=2)C2C=CC=CC=2)C=CC=CC=1.CC(OC(/N=N/C(OC(C)C)=O)=O)C. The catalyst is ClCCl. The product is [Br:1][C:2]1[CH:14]=[N:13][C:12]2[C:11]3[C:10]([S:15]([CH3:18])(=[O:16])=[O:17])=[CH:9][C:8]([F:19])=[C:7]([F:20])[C:6]=3[N:5]([C@H:27]([C:21]3[CH:26]=[CH:25][CH:24]=[CH:23][CH:22]=3)[CH:29]3[CH2:30][CH2:31][O:32][CH2:33][CH2:34]3)[C:4]=2[CH:3]=1. The yield is 0.920. (4) The product is [CH:1]1([O:6][C:7]2[N:8]=[CH:9][C:10]([NH2:13])=[CH:11][CH:12]=2)[CH2:2][CH2:3][CH2:4][CH2:5]1. The catalyst is CO.[Pd]. The reactants are [CH:1]1([O:6][C:7]2[CH:12]=[CH:11][C:10]([N+:13]([O-])=O)=[CH:9][N:8]=2)[CH2:5][CH2:4][CH2:3][CH2:2]1. The yield is 0.940. (5) The reactants are [CH3:1][O:2][C:3]1[CH:8]=[CH:7][CH:6]=[C:5]([O:9][CH2:10][C:11]2[CH:16]=[C:15]([CH3:17])[CH:14]=[CH:13][N:12]=2)[C:4]=1[C:18]1[CH:28]=[CH:27][C:21]2[CH2:22][CH2:23][NH:24][CH2:25][CH2:26][C:20]=2[CH:19]=1.[CH3:29][S:30]([OH:33])(=[O:32])=[O:31]. The catalyst is CC(O)C. The product is [CH3:29][S:30]([OH:33])(=[O:32])=[O:31].[CH3:1][O:2][C:3]1[CH:8]=[CH:7][CH:6]=[C:5]([O:9][CH2:10][C:11]2[CH:16]=[C:15]([CH3:17])[CH:14]=[CH:13][N:12]=2)[C:4]=1[C:18]1[CH:28]=[CH:27][C:21]2[CH2:22][CH2:23][NH:24][CH2:25][CH2:26][C:20]=2[CH:19]=1. The yield is 0.820. (6) The reactants are [CH2:1]([NH:5][C:6]([C:8]1[C:16]2[C:11](=[CH:12][C:13]([O:17]C)=[CH:14][CH:15]=2)[N:10]([CH3:19])[C:9]=1[CH3:20])=[O:7])[CH2:2][CH2:3][CH3:4].B(Br)(Br)Br.C(Cl)Cl. No catalyst specified. The product is [CH2:1]([NH:5][C:6]([C:8]1[C:16]2[C:11](=[CH:12][C:13]([OH:17])=[CH:14][CH:15]=2)[N:10]([CH3:19])[C:9]=1[CH3:20])=[O:7])[CH2:2][CH2:3][CH3:4]. The yield is 0.960. (7) The reactants are Br[C:2]1[CH:11]=[C:10]2[C:5]([CH:6]=[C:7]([NH:12][C:13]([CH:15]3[CH2:17][CH2:16]3)=[O:14])[N:8]=[CH:9]2)=[CH:4][CH:3]=1.[CH3:18][C:19]1[S:20][CH:21]=[C:22](B2OC(C)(C)C(C)(C)O2)[N:23]=1.C(=O)([O-])[O-].[K+].[K+].C(#N)C.O. The catalyst is CC(P(C(C)(C)C)C1C=CC(N(C)C)=CC=1)(C)C.CC(P(C(C)(C)C)C1C=CC(N(C)C)=CC=1)(C)C.Cl[Pd]Cl.ClCCl. The product is [CH3:18][C:19]1[S:20][CH:21]=[C:22]([C:2]2[CH:11]=[C:10]3[C:5]([CH:6]=[C:7]([NH:12][C:13]([CH:15]4[CH2:17][CH2:16]4)=[O:14])[N:8]=[CH:9]3)=[CH:4][CH:3]=2)[N:23]=1. The yield is 0.210.